From a dataset of Forward reaction prediction with 1.9M reactions from USPTO patents (1976-2016). Predict the product of the given reaction. (1) Given the reactants C([O:5][C:6]([N:8]([CH3:52])[CH2:9][C@@H:10]([O:44][Si](C(C)(C)C)(C)C)[CH2:11][O:12][C:13]1[CH:14]=[CH:15][C:16]([Cl:43])=[C:17]([C:19]2[N:24]=[C:23]([NH:25][CH:26]3[CH2:31][CH2:30][N:29]([C:32]([O-:34])=[O:33])[CH2:28][CH2:27]3)[C:22]([Cl:35])=[C:21]([C:36]3[C:37]([CH3:42])=[N:38][O:39][C:40]=3[CH3:41])[N:20]=2)[CH:18]=1)=[O:7])(C)(C)C.[C:53](O)(C(F)(F)F)=O, predict the reaction product. The product is: [Cl:35][C:22]1[C:23]([NH:25][CH:26]2[CH2:31][CH2:30][N:29]([C:32]([O:34][CH3:53])=[O:33])[CH2:28][CH2:27]2)=[N:24][C:19]([C:17]2[CH:18]=[C:13]([O:12][CH2:11][C@H:10]([OH:44])[CH2:9][NH:8][CH3:52])[CH:14]=[CH:15][C:16]=2[Cl:43])=[N:20][C:21]=1[C:36]1[C:37]([CH3:42])=[N:38][O:39][C:40]=1[CH3:41].[CH:6]([OH:7])=[O:5]. (2) The product is: [CH:29]1([C:32]2[CH:33]=[CH:34][C:35]3[N:36]([C:38]([C:41]4[CH:50]=[CH:49][C:48]5[C:43](=[C:44]([O:9][C@H:8]6[C@H:2]([F:1])[CH2:3][CH2:4][N:5]([C:22]([O:24][C:25]([CH3:26])([CH3:27])[CH3:28])=[O:23])[CH2:6][CH2:7]6)[CH:45]=[CH:46][CH:47]=5)[N:42]=4)=[N:39][N:40]=3)[CH:37]=2)[CH2:31][CH2:30]1. Given the reactants [F:1][C@H:2]1[C@@H:8]([O:9]S(C2C=CC([N+]([O-])=O)=CC=2)(=O)=O)[CH2:7][CH2:6][N:5]([C:22]([O:24][C:25]([CH3:28])([CH3:27])[CH3:26])=[O:23])[CH2:4][CH2:3]1.[CH:29]1([C:32]2[CH:33]=[CH:34][C:35]3[N:36]([C:38]([C:41]4[CH:50]=[CH:49][C:48]5[C:43](=[C:44](O)[CH:45]=[CH:46][CH:47]=5)[N:42]=4)=[N:39][N:40]=3)[CH:37]=2)[CH2:31][CH2:30]1, predict the reaction product. (3) The product is: [NH2:12][C:7]1[CH:8]=[CH:9][CH:10]=[C:11]2[C:6]=1[CH2:5][C:4](=[O:15])[CH2:3][N:2]2[CH3:1]. Given the reactants [CH3:1][N:2]1[C:11]2[C:6](=[C:7]([N+:12]([O-])=O)[CH:8]=[CH:9][CH:10]=2)[CH2:5][C:4](=[O:15])[CH2:3]1, predict the reaction product. (4) Given the reactants [O:1]=[C:2]1[C:7]([C:14]2[CH:19]=[CH:18][CH:17]=[CH:16][CH:15]=2)([C:8]2[CH:13]=[CH:12][CH:11]=[CH:10][CH:9]=2)[CH2:6][CH2:5][CH2:4][N:3]1[CH2:20][C:21]([OH:23])=O.[C:24]1([CH:30]2[O:35][CH2:34][CH2:33][NH:32][CH2:31]2)[CH:29]=[CH:28][CH:27]=[CH:26][CH:25]=1.C(N(C(C)C)CC)(C)C, predict the reaction product. The product is: [O:23]=[C:21]([N:32]1[CH2:33][CH2:34][O:35][CH:30]([C:24]2[CH:29]=[CH:28][CH:27]=[CH:26][CH:25]=2)[CH2:31]1)[CH2:20][N:3]1[CH2:4][CH2:5][CH2:6][C:7]([C:14]2[CH:15]=[CH:16][CH:17]=[CH:18][CH:19]=2)([C:8]2[CH:13]=[CH:12][CH:11]=[CH:10][CH:9]=2)[C:2]1=[O:1]. (5) Given the reactants CC(C)([O-])C.[K+].[CH2:7]([C:14]1([CH3:24])[N:19]([CH3:20])[C:18](=[O:21])[CH2:17][N:16]([CH3:22])[C:15]1=[O:23])[C:8]1[CH:13]=[CH:12][CH:11]=[CH:10][CH:9]=1.Br[CH2:26][C:27]1[C:31]([C:32]([O:34][CH3:35])=[O:33])=[C:30]([C:36]([O:38][CH3:39])=[O:37])[O:29][N:28]=1.C(#N)C.O, predict the reaction product. The product is: [CH2:7]([C:14]1([CH3:24])[C:15](=[O:23])[N:16]([CH3:22])[CH:17]([CH2:26][C:27]2[C:31]([C:32]([O:34][CH3:35])=[O:33])=[C:30]([C:36]([O:38][CH3:39])=[O:37])[O:29][N:28]=2)[C:18](=[O:21])[N:19]1[CH3:20])[C:8]1[CH:9]=[CH:10][CH:11]=[CH:12][CH:13]=1. (6) Given the reactants C(N(CC)CC)C.Cl.[CH3:9][O:10][C:11](=[O:24])[C:12]1[CH:17]=[CH:16][CH:15]=[C:14]([CH2:18][NH2:19])[C:13]=1[C:20]([O:22][CH3:23])=[O:21].[C:25](O[C:25]([O:27][C:28]([CH3:31])([CH3:30])[CH3:29])=[O:26])([O:27][C:28]([CH3:31])([CH3:30])[CH3:29])=[O:26], predict the reaction product. The product is: [CH3:9][O:10][C:11](=[O:24])[C:12]1[CH:17]=[CH:16][CH:15]=[C:14]([CH2:18][NH:19][C:25]([O:27][C:28]([CH3:31])([CH3:30])[CH3:29])=[O:26])[C:13]=1[C:20]([O:22][CH3:23])=[O:21]. (7) Given the reactants C[O:2][C:3](=[O:27])[CH:4]([C:11]1[CH:16]=[CH:15][C:14]([S:17]([CH3:20])(=[O:19])=[O:18])=[C:13]([N:21]2[C:25]([CH3:26])=[N:24][N:23]=[N:22]2)[CH:12]=1)[CH2:5][CH:6]1[CH2:10][CH2:9][CH2:8][CH2:7]1.[OH-].[Na+], predict the reaction product. The product is: [CH:6]1([CH2:5][CH:4]([C:11]2[CH:16]=[CH:15][C:14]([S:17]([CH3:20])(=[O:18])=[O:19])=[C:13]([N:21]3[C:25]([CH3:26])=[N:24][N:23]=[N:22]3)[CH:12]=2)[C:3]([OH:27])=[O:2])[CH2:10][CH2:9][CH2:8][CH2:7]1. (8) Given the reactants [C:1]1([S:11]([N:14]2[CH2:19][CH2:18][N:17]([C:20]([O:22][C:23]3[CH:28]=[CH:27][CH:26]=[CH:25][C:24]=3[N+]([O-])=O)=[O:21])[CH2:16][CH2:15]2)(=[O:13])=[O:12])[C:10]2[C:5](=[CH:6][CH:7]=[CH:8][CH:9]=2)[CH:4]=[CH:3][CH:2]=1.C1(S(N2CCNCC2)(=O)=O)C2C(=CC=CC=2)C=CC=1.C(NCC)(C)C.[N+:57](C1C=CC(OC(Cl)=O)=CC=1)([O-:59])=[O:58], predict the reaction product. The product is: [C:1]1([S:11]([N:14]2[CH2:15][CH2:16][N:17]([C:20]([O:22][C:23]3[CH:28]=[CH:27][C:26]([N+:57]([O-:59])=[O:58])=[CH:25][CH:24]=3)=[O:21])[CH2:18][CH2:19]2)(=[O:13])=[O:12])[C:10]2[C:5](=[CH:6][CH:7]=[CH:8][CH:9]=2)[CH:4]=[CH:3][CH:2]=1. (9) Given the reactants Cl[C:2]1[N:7]=[C:6]([NH:8][C:9]2[CH:14]=[CH:13][C:12]([O:15][CH3:16])=[CH:11][C:10]=2[NH:17][S:18]([CH3:21])(=[O:20])=[O:19])[C:5]([Cl:22])=[CH:4][N:3]=1.[CH3:23][C:24]1[CH:30]=[C:29]([O:31][CH3:32])[C:28]([O:33][CH3:34])=[CH:27][C:25]=1[NH2:26], predict the reaction product. The product is: [Cl:22][C:5]1[C:6]([NH:8][C:9]2[CH:14]=[CH:13][C:12]([O:15][CH3:16])=[CH:11][C:10]=2[NH:17][S:18]([CH3:21])(=[O:20])=[O:19])=[N:7][C:2]([NH:26][C:25]2[CH:27]=[C:28]([O:33][CH3:34])[C:29]([O:31][CH3:32])=[CH:30][C:24]=2[CH3:23])=[N:3][CH:4]=1.